This data is from Full USPTO retrosynthesis dataset with 1.9M reactions from patents (1976-2016). The task is: Predict the reactants needed to synthesize the given product. (1) Given the product [C:18]([O:17][CH:13]([C:9]1([NH:8][C:6]([O:5][C:1]([CH3:4])([CH3:2])[CH3:3])=[O:7])[CH2:12][CH2:11][CH2:10]1)[C:14]([OH:16])=[O:15])(=[O:20])[CH3:19], predict the reactants needed to synthesize it. The reactants are: [C:1]([O:5][C:6]([NH:8][C:9]1([CH:13]([OH:17])[C:14]([OH:16])=[O:15])[CH2:12][CH2:11][CH2:10]1)=[O:7])([CH3:4])([CH3:3])[CH3:2].[C:18](OC(=O)C)(=[O:20])[CH3:19]. (2) Given the product [Cl:19][C:17]1[CH:16]=[CH:15][C:14]2[N:8]([CH2:7][C:6]([CH3:46])([CH3:45])[CH2:5][OH:4])[C:9](=[O:44])[C@@H:10]([CH2:30][C:31]([NH:33][C:34]3[CH:43]=[CH:42][CH:41]=[CH:40][C:35]=3[C:36]([OH:38])=[O:37])=[O:32])[O:11][C@H:12]([C:20]3[CH:25]=[CH:24][CH:23]=[C:22]([O:26][CH3:27])[C:21]=3[O:28][CH3:29])[C:13]=2[CH:18]=1, predict the reactants needed to synthesize it. The reactants are: C([O:4][CH2:5][C:6]([CH3:46])([CH3:45])[CH2:7][N:8]1[C:14]2[CH:15]=[CH:16][C:17]([Cl:19])=[CH:18][C:13]=2[C@@H:12]([C:20]2[CH:25]=[CH:24][CH:23]=[C:22]([O:26][CH3:27])[C:21]=2[O:28][CH3:29])[O:11][C@H:10]([CH2:30][C:31]([NH:33][C:34]2[CH:43]=[CH:42][CH:41]=[CH:40][C:35]=2[C:36]([O:38]C)=[O:37])=[O:32])[C:9]1=[O:44])(=O)C.[OH-].[Na+].C(O)C. (3) Given the product [C:4](=[O:5])([OH:8])[NH2:2].[NH2:19][CH2:22][CH2:23][NH:24][C:25](=[O:37])[CH2:26][CH2:27][CH2:28][CH2:29][CH2:30][CH2:31][CH2:32][CH2:33][CH2:34][CH2:35][CH3:36], predict the reactants needed to synthesize it. The reactants are: C[N:2]([CH:4]=[O:5])C.CS(C)=[O:8].N(CC(OCC)=O)=C=O.[N:19]([CH2:22][CH2:23][NH:24][C:25](=[O:37])[CH2:26][CH2:27][CH2:28][CH2:29][CH2:30][CH2:31][CH2:32][CH2:33][CH2:34][CH2:35][CH3:36])=C=O. (4) The reactants are: [C:1](OC(=O)C)(=[O:3])[CH3:2].O[N:9]=[C:10]1[CH2:18][CH2:17][CH2:16][C:15]2[N:14]([CH2:19][C:20]([OH:22])=[O:21])[C:13]([CH3:23])=[CH:12][C:11]1=2.[I-].[Na+]. Given the product [C:1]([NH:9][C:10]1[CH:18]=[CH:17][CH:16]=[C:15]2[C:11]=1[CH:12]=[C:13]([CH3:23])[N:14]2[CH2:19][C:20]([OH:22])=[O:21])(=[O:3])[CH3:2], predict the reactants needed to synthesize it. (5) Given the product [OH:20][C:6]1[C:5]([CH2:22][N:24]2[CH2:29][CH2:28][O:27][CH2:26][CH2:25]2)=[C:4]([OH:21])[C:3]([O:2][CH3:1])=[C:8]2[C:7]=1[C:12](=[O:13])[CH:11]=[C:10]([C:14]1[CH:19]=[CH:18][CH:17]=[CH:16][CH:15]=1)[O:9]2, predict the reactants needed to synthesize it. The reactants are: [CH3:1][O:2][C:3]1[C:4]([OH:21])=[CH:5][C:6]([OH:20])=[C:7]2[C:12](=[O:13])[CH:11]=[C:10]([C:14]3[CH:15]=[CH:16][CH:17]=[CH:18][CH:19]=3)[O:9][C:8]=12.[CH2:22]=O.[NH:24]1[CH2:29][CH2:28][O:27][CH2:26][CH2:25]1.